This data is from Forward reaction prediction with 1.9M reactions from USPTO patents (1976-2016). The task is: Predict the product of the given reaction. (1) Given the reactants N1C=CC=CC=1.[F:7][C:8]([F:20])([F:19])[O:9][C:10]1[CH:18]=[CH:17][C:13]([CH:14]=[N:15][OH:16])=[CH:12][CH:11]=1.[NH2:21][C:22]1[CH:29]=[CH:28][C:25]([CH:26]=[CH2:27])=[CH:24][CH:23]=1.C(N(CC)CC)C, predict the reaction product. The product is: [F:7][C:8]([F:19])([F:20])[O:9][C:10]1[CH:18]=[CH:17][C:13]([C:14]2[CH2:27][CH:26]([C:25]3[CH:28]=[CH:29][C:22]([NH2:21])=[CH:23][CH:24]=3)[O:16][N:15]=2)=[CH:12][CH:11]=1. (2) Given the reactants [CH:1]1([S:4]([NH:7][C@@H:8]2[CH2:12][C@H:11]([C:13]([O:15]CC)=[O:14])[C@H:10]([CH2:18][CH3:19])[CH2:9]2)(=[O:6])=[O:5])[CH2:3][CH2:2]1.[OH-].[Na+].Cl, predict the reaction product. The product is: [CH:1]1([S:4]([NH:7][C@@H:8]2[CH2:12][C@H:11]([C:13]([OH:15])=[O:14])[C@H:10]([CH2:18][CH3:19])[CH2:9]2)(=[O:6])=[O:5])[CH2:2][CH2:3]1. (3) Given the reactants Cl.[Br:2][C:3]1[CH:4]=[C:5]([C:9]([CH3:16])=[CH:10][CH2:11][S:12][C:13](=[NH:15])[NH2:14])[CH:6]=[CH:7][CH:8]=1.Cl.[OH-].[Na+], predict the reaction product. The product is: [Br:2][C:3]1[CH:4]=[C:5]([C:9]2([CH3:16])[CH2:10][CH2:11][S:12][C:13]([NH2:14])=[N:15]2)[CH:6]=[CH:7][CH:8]=1. (4) Given the reactants [Cl:1][C:2]1[CH:7]=[CH:6][C:5]([C:8]2[C:17]3[C:12](=[CH:13][CH:14]=[C:15]([C:18](O)=[O:19])[CH:16]=3)[CH:11]=[N:10][CH:9]=2)=[CH:4][CH:3]=1.F[B-](F)(F)F.N1(OC(N(C)C)=[N+](C)C)C2C=CC=CC=2N=N1.C(N(CC)C(C)C)(C)C.[NH2:52][C:53]([CH3:57])([CH3:56])[CH2:54][OH:55], predict the reaction product. The product is: [Cl:1][C:2]1[CH:3]=[CH:4][C:5]([C:8]2[C:17]3[C:12](=[CH:13][CH:14]=[C:15]([C:18]([NH:52][C:53]([CH3:57])([CH3:56])[CH2:54][OH:55])=[O:19])[CH:16]=3)[CH:11]=[N:10][CH:9]=2)=[CH:6][CH:7]=1. (5) Given the reactants Cl.[Br:2][C:3]1[CH:4]=[C:5]([CH:8]=[CH:9][C:10]=1[F:11])[CH2:6][NH2:7].[O:12]1[CH2:17][CH2:16][C:15](=O)[CH2:14][CH2:13]1.C(O[BH-](OC(=O)C)OC(=O)C)(=O)C.[Na+].C(=O)([O-])O.[Na+], predict the reaction product. The product is: [Br:2][C:3]1[CH:4]=[C:5]([CH:8]=[CH:9][C:10]=1[F:11])[CH2:6][NH:7][CH:15]1[CH2:16][CH2:17][O:12][CH2:13][CH2:14]1.